Dataset: Reaction yield outcomes from USPTO patents with 853,638 reactions. Task: Predict the reaction yield, written as a fraction of the theoretical maximum amount of product (1.0 means a 100% yield; for example, 0.34 means a 34% yield). (1) The product is [C:69]1([B-:56]([C:50]2[CH:51]=[CH:52][CH:53]=[CH:54][CH:55]=2)([C:57]2[CH:58]=[CH:59][CH:60]=[CH:61][CH:62]=2)[C:63]2[CH:68]=[CH:67][CH:66]=[CH:65][CH:64]=2)[CH:70]=[CH:71][CH:72]=[CH:73][CH:74]=1.[CH:14]1([PH+:7]([CH:1]2[CH2:2][CH2:3][CH2:4][CH2:5][CH2:6]2)[CH:8]2[CH2:13][CH2:12][CH2:11][CH2:10][CH2:9]2)[CH2:15][CH2:16][CH2:17][CH2:18][CH2:19]1. The reactants are [CH:1]1([P:7]([CH:14]2[CH2:19][CH2:18][CH2:17][CH2:16][CH2:15]2)[CH:8]2[CH2:13][CH2:12][CH2:11][CH2:10][CH2:9]2)[CH2:6][CH2:5][CH2:4][CH2:3][CH2:2]1.F[B-](F)(F)F.[H+].F[B-](F)(F)F.C1([PH+](C2CCCCC2)C2CCCCC2)CCCCC1.[C:50]1([B-:56]([C:69]2[CH:74]=[CH:73][CH:72]=[CH:71][CH:70]=2)([C:63]2[CH:68]=[CH:67][CH:66]=[CH:65][CH:64]=2)[C:57]2[CH:62]=[CH:61][CH:60]=[CH:59][CH:58]=2)[CH:55]=[CH:54][CH:53]=[CH:52][CH:51]=1.[Na+]. No catalyst specified. The yield is 0.750. (2) The reactants are [NH:1]1[C:5]2[CH:6]=[CH:7][CH:8]=[CH:9][C:4]=2[N:3]=[C:2]1[CH2:10][N:11]1[C:19]2[CH:18]=[CH:17][CH:16]=[C:15]([Br:20])[C:14]=2[C:13]2[CH2:21][CH2:22][N:23](C(OC(C)(C)C)=O)[CH2:24][CH2:25][C:12]1=2.FC(F)(F)C(O)=O.C(Cl)[Cl:41]. No catalyst specified. The product is [ClH:41].[NH:1]1[C:5]2[CH:6]=[CH:7][CH:8]=[CH:9][C:4]=2[N:3]=[C:2]1[CH2:10][N:11]1[C:19]2[CH:18]=[CH:17][CH:16]=[C:15]([Br:20])[C:14]=2[C:13]2[CH2:21][CH2:22][NH:23][CH2:24][CH2:25][C:12]1=2. The yield is 1.00. (3) The reactants are [N:1]1[CH:6]=[CH:5][CH:4]=[C:3]([C:7]2[CH:8]=[N:9][C:10]3[CH:11]=[C:12]4[CH2:21][CH2:20][NH:19][CH2:18][CH2:17][C:13]4=[CH:14][C:15]=3[N:16]=2)[CH:2]=1.ClC1C=NC2C=C3CCN([C:38](=[O:43])[C:39]([F:42])([F:41])[F:40])CCC3=CC=2N=1.N1C=CC=C(B(O)[OH:51])C=1.C(=O)([O-])[O-].[Na+].[Na+]. The catalyst is CCOCC.C1C=CC([P]([Pd]([P](C2C=CC=CC=2)(C2C=CC=CC=2)C2C=CC=CC=2)([P](C2C=CC=CC=2)(C2C=CC=CC=2)C2C=CC=CC=2)[P](C2C=CC=CC=2)(C2C=CC=CC=2)C2C=CC=CC=2)(C2C=CC=CC=2)C2C=CC=CC=2)=CC=1.C(O)C.O. The product is [F:40][C:39]([F:42])([F:41])[C:38]([OH:43])=[O:51].[N:1]1[CH:6]=[CH:5][CH:4]=[C:3]([C:7]2[CH:8]=[N:9][C:10]3[CH:11]=[C:12]4[CH2:21][CH2:20][NH:19][CH2:18][CH2:17][C:13]4=[CH:14][C:15]=3[N:16]=2)[CH:2]=1. The yield is 0.670. (4) The reactants are [H-].[Na+].[CH3:3][C:4]1[CH:9]=[CH:8][C:7]([CH:10]([OH:15])[C:11]([F:14])([F:13])[F:12])=[CH:6][CH:5]=1.[NH2:16][C:17]1[N:22]=[C:21](Cl)[CH:20]=[C:19]([Cl:24])[N:18]=1.O. The catalyst is C1COCC1.C(OCC)(=O)C. The product is [Cl:24][C:19]1[CH:20]=[C:21]([O:15][CH:10]([C:7]2[CH:8]=[CH:9][C:4]([CH3:3])=[CH:5][CH:6]=2)[C:11]([F:12])([F:13])[F:14])[N:22]=[C:17]([NH2:16])[N:18]=1. The yield is 0.660. (5) The reactants are [CH:1]1([NH2:7])[CH2:6][CH2:5][CH2:4][CH2:3][CH2:2]1.C([O:10][C:11]([C:13]1[C:14](=[O:26])[N:15]([CH3:25])[C:16]2[C:21]([C:22]=1[OH:23])=[CH:20][C:19]([F:24])=[CH:18][CH:17]=2)=O)C. The catalyst is C1(C)C=CC=CC=1.O. The product is [CH:1]1([NH:7][C:11]([C:13]2[C:14](=[O:26])[N:15]([CH3:25])[C:16]3[C:21]([C:22]=2[OH:23])=[CH:20][C:19]([F:24])=[CH:18][CH:17]=3)=[O:10])[CH2:6][CH2:5][CH2:4][CH2:3][CH2:2]1. The yield is 0.970.